Dataset: NCI-60 drug combinations with 297,098 pairs across 59 cell lines. Task: Regression. Given two drug SMILES strings and cell line genomic features, predict the synergy score measuring deviation from expected non-interaction effect. (1) Synergy scores: CSS=30.7, Synergy_ZIP=2.46, Synergy_Bliss=0.703, Synergy_Loewe=-40.5, Synergy_HSA=-4.29. Cell line: UO-31. Drug 2: CN(CC1=CN=C2C(=N1)C(=NC(=N2)N)N)C3=CC=C(C=C3)C(=O)NC(CCC(=O)O)C(=O)O. Drug 1: CS(=O)(=O)CCNCC1=CC=C(O1)C2=CC3=C(C=C2)N=CN=C3NC4=CC(=C(C=C4)OCC5=CC(=CC=C5)F)Cl. (2) Drug 1: C(=O)(N)NO. Drug 2: CN(CC1=CN=C2C(=N1)C(=NC(=N2)N)N)C3=CC=C(C=C3)C(=O)NC(CCC(=O)O)C(=O)O. Cell line: SNB-19. Synergy scores: CSS=46.7, Synergy_ZIP=4.31, Synergy_Bliss=4.84, Synergy_Loewe=-25.2, Synergy_HSA=3.45. (3) Drug 1: C1CN1C2=NC(=NC(=N2)N3CC3)N4CC4. Drug 2: CN(CC1=CN=C2C(=N1)C(=NC(=N2)N)N)C3=CC=C(C=C3)C(=O)NC(CCC(=O)O)C(=O)O. Cell line: MOLT-4. Synergy scores: CSS=59.8, Synergy_ZIP=-0.520, Synergy_Bliss=-0.553, Synergy_Loewe=-5.60, Synergy_HSA=-1.18. (4) Drug 1: CNC(=O)C1=NC=CC(=C1)OC2=CC=C(C=C2)NC(=O)NC3=CC(=C(C=C3)Cl)C(F)(F)F. Drug 2: CC(C)CN1C=NC2=C1C3=CC=CC=C3N=C2N. Cell line: HOP-62. Synergy scores: CSS=11.2, Synergy_ZIP=0.0219, Synergy_Bliss=5.29, Synergy_Loewe=3.02, Synergy_HSA=2.53. (5) Drug 1: CC(C1=C(C=CC(=C1Cl)F)Cl)OC2=C(N=CC(=C2)C3=CN(N=C3)C4CCNCC4)N. Drug 2: C1CCC(C1)C(CC#N)N2C=C(C=N2)C3=C4C=CNC4=NC=N3. Cell line: SF-295. Synergy scores: CSS=16.8, Synergy_ZIP=-4.54, Synergy_Bliss=1.16, Synergy_Loewe=-18.4, Synergy_HSA=2.16. (6) Drug 1: C1=CC(=CC=C1C#N)C(C2=CC=C(C=C2)C#N)N3C=NC=N3. Drug 2: C1=CC=C(C(=C1)C(C2=CC=C(C=C2)Cl)C(Cl)Cl)Cl. Cell line: BT-549. Synergy scores: CSS=-3.36, Synergy_ZIP=1.23, Synergy_Bliss=0.348, Synergy_Loewe=-0.868, Synergy_HSA=-2.05. (7) Drug 1: CC1C(C(CC(O1)OC2CC(CC3=C2C(=C4C(=C3O)C(=O)C5=C(C4=O)C(=CC=C5)OC)O)(C(=O)C)O)N)O.Cl. Drug 2: COC1=NC(=NC2=C1N=CN2C3C(C(C(O3)CO)O)O)N. Cell line: RXF 393. Synergy scores: CSS=7.07, Synergy_ZIP=-2.99, Synergy_Bliss=3.03, Synergy_Loewe=-4.38, Synergy_HSA=3.15. (8) Drug 1: CC1C(C(CC(O1)OC2CC(CC3=C2C(=C4C(=C3O)C(=O)C5=C(C4=O)C(=CC=C5)OC)O)(C(=O)C)O)N)O.Cl. Drug 2: C1=NC2=C(N1)C(=S)N=CN2. Cell line: EKVX. Synergy scores: CSS=7.93, Synergy_ZIP=5.54, Synergy_Bliss=2.77, Synergy_Loewe=1.62, Synergy_HSA=2.55.